From a dataset of Forward reaction prediction with 1.9M reactions from USPTO patents (1976-2016). Predict the product of the given reaction. Given the reactants [CH:1]1([C:4]2[NH:5][N:6]([C:10]3[CH:15]=[CH:14][CH:13]=[CH:12][CH:11]=3)[C:7](=[O:9])[CH:8]=2)[CH2:3][CH2:2]1.[F:16][C:17]([F:25])([F:24])[C:18](=[O:23])[C:19]([O:21][CH3:22])=[O:20], predict the reaction product. The product is: [CH3:22][O:21][C:19](=[O:20])[C:18]([OH:23])([C:17]([F:25])([F:24])[F:16])[C:8]1[C:7](=[O:9])[N:6]([C:10]2[CH:15]=[CH:14][CH:13]=[CH:12][CH:11]=2)[NH:5][C:4]=1[CH:1]1[CH2:3][CH2:2]1.